From a dataset of M1 muscarinic receptor antagonist screen with 61,756 compounds. Binary Classification. Given a drug SMILES string, predict its activity (active/inactive) in a high-throughput screening assay against a specified biological target. (1) The compound is O(CC(=O)c1ccc(cc1)C)C(=O)c1nccnc1. The result is 0 (inactive). (2) The molecule is Fc1ccc(Cn2nc(c(NC(=O)C3ON=C(C3)c3c(n(nc3)CC)C)c2C)C)cc1. The result is 0 (inactive). (3) The drug is o1c2c3c([nH]c(=O)c2nc1CCC)cccc3. The result is 0 (inactive). (4) The drug is S(=O)(=O)(N1CCC(CC1)C(=O)NCc1cc(OC)ccc1)c1ccc(F)cc1. The result is 0 (inactive). (5) The drug is s1c(NC(=O)C2CCCN(C2)c2nc(cc(n2)C)C)nc2c1cc(S(=O)(=O)C)cc2. The result is 0 (inactive). (6) The molecule is S(=O)(=O)(N1CC(CCC1)c1onc(n1)c1oc(cc1)C)c1cc(ccc1)C(=O)C. The result is 0 (inactive).